From a dataset of Catalyst prediction with 721,799 reactions and 888 catalyst types from USPTO. Predict which catalyst facilitates the given reaction. (1) Reactant: COP([CH2:7][C:8]([O:10][CH3:11])=[O:9])(OC)=O.O1CCCC1.[H-].[Na+].[Br:19][C:20]1[CH:27]=[CH:26][CH:25]=[CH:24][C:21]=1[CH:22]=O. Product: [Br:19][C:20]1[CH:27]=[CH:26][CH:25]=[CH:24][C:21]=1/[CH:22]=[CH:7]/[C:8]([O:10][CH3:11])=[O:9]. The catalyst class is: 6. (2) Reactant: [F:1][C:2]1[CH:32]=[CH:31][C:5]([C:6]([C:8]2[C:9]([NH:14][C:15](=[O:30])[CH:16]([NH:22]C(=O)OC(C)(C)C)[C:17]3[S:18][CH:19]=[CH:20][CH:21]=3)=[N:10][CH:11]=[CH:12][CH:13]=2)=O)=[CH:4][CH:3]=1.C(O)(C(F)(F)F)=O. Product: [F:1][C:2]1[CH:32]=[CH:31][C:5]([C:6]2[C:8]3[CH:13]=[CH:12][CH:11]=[N:10][C:9]=3[NH:14][C:15](=[O:30])[CH:16]([C:17]3[S:18][CH:19]=[CH:20][CH:21]=3)[N:22]=2)=[CH:4][CH:3]=1. The catalyst class is: 4.